This data is from Catalyst prediction with 721,799 reactions and 888 catalyst types from USPTO. The task is: Predict which catalyst facilitates the given reaction. Reactant: [CH3:1][N:2]([CH3:8])[C@H:3]1[CH2:7][CH2:6][NH:5][CH2:4]1.C(N(CC)CC)C.F[C:17]1[C:18]([C:38]2[CH:43]=[CH:42][CH:41]=[CH:40][CH:39]=2)=[C:19]([CH3:37])[C:20]([C:35]#[N:36])=[C:21]2[C:25]=1[O:24][C:23]([C:26]1[CH:31]=[CH:30][CH:29]=[CH:28][C:27]=1[N+:32]([O-:34])=[O:33])=[N:22]2. Product: [CH3:1][N:2]([CH3:8])[C@H:3]1[CH2:7][CH2:6][N:5]([C:17]2[C:18]([C:38]3[CH:39]=[CH:40][CH:41]=[CH:42][CH:43]=3)=[C:19]([CH3:37])[C:20]([C:35]#[N:36])=[C:21]3[C:25]=2[O:24][C:23]([C:26]2[CH:31]=[CH:30][CH:29]=[CH:28][C:27]=2[N+:32]([O-:34])=[O:33])=[N:22]3)[CH2:4]1. The catalyst class is: 16.